Predict which catalyst facilitates the given reaction. From a dataset of Catalyst prediction with 721,799 reactions and 888 catalyst types from USPTO. (1) Reactant: [C:1]([Cu])#[N:2].Br[C:5]1[CH:10]=[C:9]([F:11])[C:8]([NH2:12])=[C:7]([F:13])[CH:6]=1. Product: [NH2:12][C:8]1[C:9]([F:11])=[CH:10][C:5]([C:1]#[N:2])=[CH:6][C:7]=1[F:13]. The catalyst class is: 3. (2) Reactant: [CH2:1]([O:8][CH:9]1[CH2:12][CH:11]([OH:13])[CH2:10]1)[C:2]1[CH:7]=[CH:6][CH:5]=[CH:4][CH:3]=1.[H-].[Na+].Cl[CH2:17][C:18]1[C:19]([C:26]2[C:31]([Cl:32])=[CH:30][CH:29]=[CH:28][C:27]=2[Cl:33])=[N:20][O:21][C:22]=1[CH:23]1[CH2:25][CH2:24]1. Product: [CH2:1]([O:8][CH:9]1[CH2:12][CH:11]([O:13][CH2:17][C:18]2[C:19]([C:26]3[C:27]([Cl:33])=[CH:28][CH:29]=[CH:30][C:31]=3[Cl:32])=[N:20][O:21][C:22]=2[CH:23]2[CH2:25][CH2:24]2)[CH2:10]1)[C:2]1[CH:7]=[CH:6][CH:5]=[CH:4][CH:3]=1. The catalyst class is: 3. (3) Reactant: [N:1]1[CH:6]=[CH:5][CH:4]=[C:3]([C:7]#[C:8][CH2:9][OH:10])[CH:2]=1. Product: [N:1]1[CH:6]=[CH:5][CH:4]=[C:3]([C:7]#[C:8][CH:9]=[O:10])[CH:2]=1. The catalyst class is: 2. (4) Reactant: [OH:1][C:2]1[CH:3]=[CH:4][CH:5]=[C:6]2[C:11]=1[N:10]=[C:9]([CH3:12])[CH:8]=[CH:7]2.[Br:13][C:14]1[C:15]([O:24][CH3:25])=[C:16]([O:22][CH3:23])[CH:17]=[C:18]([CH:21]=1)[CH:19]=O.[C:26](#[N:30])[CH2:27][C:28]#[N:29].C1N2CCN(CC2)C1. Product: [NH2:30][C:26]1[O:1][C:2]2[C:11]3[C:6](=[CH:7][CH:8]=[C:9]([CH3:12])[N:10]=3)[CH:5]=[CH:4][C:3]=2[CH:19]([C:18]2[CH:17]=[C:16]([O:22][CH3:23])[C:15]([O:24][CH3:25])=[C:14]([Br:13])[CH:21]=2)[C:27]=1[C:28]#[N:29]. The catalyst class is: 40.